Dataset: Catalyst prediction with 721,799 reactions and 888 catalyst types from USPTO. Task: Predict which catalyst facilitates the given reaction. (1) Reactant: [F:1][CH:2]([F:23])[O:3][C:4]1[CH:9]=[CH:8][C:7]([C:10]2[C:11]([NH2:22])=[N:12][C:13]([N:16]3[CH2:21][CH2:20][O:19][CH2:18][CH2:17]3)=[N:14][CH:15]=2)=[CH:6][CH:5]=1.Cl[C:25]1[C:34]2[C:29](=[CH:30][C:31]([F:36])=[CH:32][C:33]=2[F:35])[N:28]=[C:27]([C:37]2[CH:42]=[CH:41][CH:40]=[CH:39][N:38]=2)[C:26]=1[CH3:43].C1(P(C2CCCCC2)C2C=CC=CC=2C2C(C(C)C)=CC(C(C)C)=CC=2C(C)C)CCCCC1.CC(C)([O-])C.[Na+]. Product: [F:23][CH:2]([F:1])[O:3][C:4]1[CH:5]=[CH:6][C:7]([C:10]2[C:11]([NH:22][C:25]3[C:34]4[C:29](=[CH:30][C:31]([F:36])=[CH:32][C:33]=4[F:35])[N:28]=[C:27]([C:37]4[CH:42]=[CH:41][CH:40]=[CH:39][N:38]=4)[C:26]=3[CH3:43])=[N:12][C:13]([N:16]3[CH2:17][CH2:18][O:19][CH2:20][CH2:21]3)=[N:14][CH:15]=2)=[CH:8][CH:9]=1. The catalyst class is: 491. (2) Reactant: [CH3:1][O:2][C:3]1[C:4]([O:23][CH3:24])=[CH:5][C:6]2[NH:12][C:11](=[O:13])[CH2:10][N:9]=[C:8]([C:14]3[CH:15]=[C:16]([CH:19]=[CH:20][CH:21]=3)[C:17]#[N:18])[C:7]=2[CH:22]=1.[H-].[Na+].I[CH2:28][CH3:29]. Product: [CH2:28]([N:12]1[C:6]2[CH:5]=[C:4]([O:23][CH3:24])[C:3]([O:2][CH3:1])=[CH:22][C:7]=2[C:8]([C:14]2[CH:15]=[C:16]([CH:19]=[CH:20][CH:21]=2)[C:17]#[N:18])=[N:9][CH2:10][C:11]1=[O:13])[CH3:29]. The catalyst class is: 3.